This data is from Forward reaction prediction with 1.9M reactions from USPTO patents (1976-2016). The task is: Predict the product of the given reaction. (1) Given the reactants [CH2:1]([C:5]12[CH2:17][CH2:16][C:15](=[O:18])[C:14]([C:19]3[CH:24]=[CH:23][C:22]([OH:25])=[CH:21][CH:20]=3)=[C:13]1[C:12]1[C:7](=[CH:8][C:9]([O:26]C)=[CH:10][CH:11]=1)[CH2:6]2)[CH2:2][CH2:3][CH3:4].[Al+3].[Cl-].[Cl-].[Cl-].CC(S)C.Cl, predict the reaction product. The product is: [CH2:1]([C:5]12[CH2:17][CH2:16][C:15](=[O:18])[C:14]([C:19]3[CH:20]=[CH:21][C:22]([OH:25])=[CH:23][CH:24]=3)=[C:13]1[C:12]1[C:7](=[CH:8][C:9]([OH:26])=[CH:10][CH:11]=1)[CH2:6]2)[CH2:2][CH2:3][CH3:4]. (2) The product is: [S:42]1[C:38]2[CH:37]=[CH:36][C:35]([C:21]3[CH:22]=[CH:23][C:18]([N:13]4[C:12]([CH2:11][C@@H:8]5[CH2:9][CH2:10][N:6]([C:4]([CH:1]6[CH2:3][CH2:2]6)=[O:5])[CH2:7]5)=[N:16][NH:15][C:14]4=[O:17])=[C:19]([F:33])[CH:20]=3)=[CH:43][C:39]=2[N:40]=[CH:41]1. Given the reactants [CH:1]1([C:4]([N:6]2[CH2:10][CH2:9][C@@H:8]([CH2:11][C:12]3[N:13]([C:18]4[CH:23]=[CH:22][C:21](B5OC(C)(C)C(C)(C)O5)=[CH:20][C:19]=4[F:33])[C:14](=[O:17])[NH:15][N:16]=3)[CH2:7]2)=[O:5])[CH2:3][CH2:2]1.Br[C:35]1[CH:36]=[CH:37][C:38]2[S:42][CH:41]=[N:40][C:39]=2[CH:43]=1.C(=O)([O-])[O-].[K+].[K+], predict the reaction product. (3) Given the reactants CO[C:3](=[O:20])[C:4]1[CH:9]=[C:8]([C:10]2[N:11]([CH3:15])[N:12]=[CH:13][CH:14]=2)[C:7]([CH:16]([F:18])[CH3:17])=[CH:6][C:5]=1[NH2:19].CC[N:23]([CH2:26]C)CC.[CH3:28][S:29]([NH:32]N)(=[O:31])=[O:30].[OH-:34].[Na+], predict the reaction product. The product is: [F:18][CH:16]([C:7]1[CH:6]=[C:5]2[C:4]([C:3](=[O:20])[N:23]([NH:32][S:29]([CH3:28])(=[O:31])=[O:30])[C:26](=[O:34])[NH:19]2)=[CH:9][C:8]=1[C:10]1[N:11]([CH3:15])[N:12]=[CH:13][CH:14]=1)[CH3:17]. (4) Given the reactants Br[C:2]1[S:3][C:4]([NH:34]C(=O)OC(C)(C)C)=[C:5]([C:7](=[O:33])[NH:8][C:9]2[CH:10]=[N:11][N:12]([CH2:29][CH:30]([F:32])[F:31])[C:13]=2[N:14]2[CH2:20][CH2:19][CH2:18][C@@H:17]([N:21]([CH3:28])C(=O)C(F)(F)F)[CH2:16][CH2:15]2)[N:6]=1.[F:42][C:43]1[CH:48]=[CH:47][C:46]([CH3:49])=[CH:45][C:44]=1B(O)O, predict the reaction product. The product is: [NH2:34][C:4]1[S:3][C:2]([C:44]2[CH:45]=[C:46]([CH3:49])[CH:47]=[CH:48][C:43]=2[F:42])=[N:6][C:5]=1[C:7]([NH:8][C:9]1[CH:10]=[N:11][N:12]([CH2:29][CH:30]([F:31])[F:32])[C:13]=1[N:14]1[CH2:20][CH2:19][CH2:18][C@@H:17]([NH:21][CH3:28])[CH2:16][CH2:15]1)=[O:33]. (5) The product is: [Cl:23][C:18]1[N:20]=[C:6]([CH:7]([F:8])[F:9])[CH:16]=[CH:15][N:17]=1. Given the reactants [F:8][CH:7]([F:9])[C:6](O[C:6](=O)[CH:7]([F:9])[F:8])=O.C(O[CH2:15][CH3:16])=C.[NH2:17][C:18]([NH2:20])=O.Cl.O(Cl)[Cl:23], predict the reaction product. (6) Given the reactants [CH:1]1[N:5]2[C:6]3[C:11]([C:12](=O)[NH:13][C:4]2=[N:3][N:2]=1)=[CH:10][CH:9]=[CH:8][CH:7]=3.P(Cl)(Cl)([Cl:17])=O, predict the reaction product. The product is: [Cl:17][C:12]1[C:11]2[C:6](=[CH:7][CH:8]=[CH:9][CH:10]=2)[N:5]2[CH:1]=[N:2][N:3]=[C:4]2[N:13]=1. (7) Given the reactants F[C:2]1[CH:3]=[N:4][CH:5]=[CH:6][CH:7]=1.[C:8]1([CH2:14][N:15]2[CH2:20][CH2:19][NH:18][CH2:17][CH2:16]2)[CH:13]=[CH:12][CH:11]=[CH:10][CH:9]=1.C1([Li])C=CC=CC=1.C1CCCCC1.C(OCC)C, predict the reaction product. The product is: [C:8]1([CH2:14][N:15]2[CH2:16][CH2:17][NH:18][CH:19]([C:2]3[CH:3]=[N:4][CH:5]=[CH:6][CH:7]=3)[CH2:20]2)[CH:9]=[CH:10][CH:11]=[CH:12][CH:13]=1.